Predict the reactants needed to synthesize the given product. From a dataset of Full USPTO retrosynthesis dataset with 1.9M reactions from patents (1976-2016). Given the product [C:1]1([C@H:7]2[CH2:8][CH2:9][C@H:10]([OH:13])[CH2:11][CH2:12]2)[CH:6]=[CH:5][CH:4]=[CH:3][CH:2]=1, predict the reactants needed to synthesize it. The reactants are: [C:1]1([CH:7]2[CH2:12][CH2:11][C:10](=[O:13])[CH2:9][CH2:8]2)[CH:6]=[CH:5][CH:4]=[CH:3][CH:2]=1.[BH4-].[Na+].